Dataset: Catalyst prediction with 721,799 reactions and 888 catalyst types from USPTO. Task: Predict which catalyst facilitates the given reaction. Reactant: [Cl:1][C:2]1[CH:7]=[CH:6][C:5]([CH:8]([C:36]2[CH:41]=[CH:40][C:39]([Cl:42])=[CH:38][CH:37]=2)[C:9]2[CH:10]=[C:11]3[C:16](=[CH:17][CH:18]=2)[NH:15][C:14](=[O:19])[CH:13]=[C:12]3[NH:20][C:21]2[CH:35]=[CH:34][C:24]([O:25][CH2:26][C:27]([O:29]C(C)(C)C)=[O:28])=[CH:23][CH:22]=2)=[CH:4][CH:3]=1.FC(F)(F)C(O)=O. Product: [Cl:42][C:39]1[CH:38]=[CH:37][C:36]([CH:8]([C:5]2[CH:4]=[CH:3][C:2]([Cl:1])=[CH:7][CH:6]=2)[C:9]2[CH:10]=[C:11]3[C:16](=[CH:17][CH:18]=2)[NH:15][C:14](=[O:19])[CH:13]=[C:12]3[NH:20][C:21]2[CH:35]=[CH:34][C:24]([O:25][CH2:26][C:27]([OH:29])=[O:28])=[CH:23][CH:22]=2)=[CH:41][CH:40]=1. The catalyst class is: 4.